From a dataset of Catalyst prediction with 721,799 reactions and 888 catalyst types from USPTO. Predict which catalyst facilitates the given reaction. (1) Reactant: [C:1]([CH:4]([C:6]1[C:14]2[C:9](=[CH:10][CH:11]=[CH:12][CH:13]=2)[N:8]([CH3:15])[C:7]=1C(O)=O)[CH3:5])([OH:3])=[O:2]. Product: [CH3:15][N:8]1[C:9]2[C:14](=[CH:13][CH:12]=[CH:11][CH:10]=2)[C:6]([CH:4]([CH3:5])[C:1]([OH:3])=[O:2])=[CH:7]1. The catalyst class is: 126. (2) Reactant: [N+:1]([C:4]1[CH:5]=[C:6]2[C:10](=[CH:11][CH:12]=1)[NH:9][N:8]=[CH:7]2)([O-:3])=[O:2].[OH-].[K+].[I:15]I.S(S([O-])=O)([O-])(=O)=O.[Na+].[Na+]. Product: [I:15][C:7]1[C:6]2[C:10](=[CH:11][CH:12]=[C:4]([N+:1]([O-:3])=[O:2])[CH:5]=2)[NH:9][N:8]=1. The catalyst class is: 3. (3) Reactant: [CH2:1]([CH:3]([C:8]([O:10][CH3:11])=[O:9])[C:4]([O:6][CH3:7])=[O:5])[CH3:2].[H-].[Na+].Cl[CH2:15][CH:16]=[CH:17][CH3:18].Cl. Product: [CH2:15]([C:3]([CH2:1][CH3:2])([C:4]([O:6][CH3:7])=[O:5])[C:8]([O:10][CH3:11])=[O:9])/[CH:16]=[CH:17]/[CH3:18]. The catalyst class is: 3. (4) Reactant: CN(/[CH:4]=[C:5]1/[C:6](=O)[C:7]2[CH:19]=[CH:18][CH:17]=[N:16][C:8]=2[NH:9][C:10]2[CH:15]=[N:14][CH:13]=[CH:12][C:11]/1=2)C.[Cl-].[Cl:22][C:23]1[CH:24]=[C:25]([CH:31]=[CH:32][CH:33]=1)[CH2:26][NH:27][C:28]([NH2:30])=[NH2+:29].[O-]CC.[Na+].C(OCC)(=O)C. Product: [Cl:22][C:23]1[CH:24]=[C:25]([CH:31]=[CH:32][CH:33]=1)[CH2:26][NH:27][C:28]1[N:30]=[CH:4][C:5]2[C:11]3[CH:12]=[CH:13][N:14]=[CH:15][C:10]=3[NH:9][C:8]3[N:16]=[CH:17][CH:18]=[CH:19][C:7]=3[C:6]=2[N:29]=1. The catalyst class is: 8. (5) Reactant: [CH2:1]1[C:10]2[C:5](=[CH:6][CH:7]=[CH:8][CH:9]=2)[CH2:4][CH2:3][NH:2]1.I(C1C=CC=CC=1)=[O:12].[Br-].[K+].C(=O)([O-])O.[Na+]. Product: [C:1]1(=[O:12])[C:10]2[C:5](=[CH:6][CH:7]=[CH:8][CH:9]=2)[CH2:4][CH2:3][NH:2]1. The catalyst class is: 6. (6) Reactant: [CH3:1][C:2]1[N:7]=[C:6]([C:8]([OH:10])=O)[C:5]([C:11]2[N:16]=[CH:15][CH:14]=[CH:13][N:12]=2)=[CH:4][CH:3]=1.FC1C(O)=C(F)C(F)=C(F)C=1F.C1CCC(N=C=NC2CCCCC2)CC1.[N:44]1[CH:49]=[CH:48][CH:47]=[C:46]([O:50][CH2:51][CH2:52][C@@H:53]2[CH2:59][C@@H:58]3[C@@H:56]([CH2:57]3)[CH2:55][NH:54]2)[CH:45]=1. Product: [CH3:1][C:2]1[N:7]=[C:6]([C:8]([N:54]2[C@H:53]([CH2:52][CH2:51][O:50][C:46]3[CH:45]=[N:44][CH:49]=[CH:48][CH:47]=3)[CH2:59][C@@H:58]3[C@@H:56]([CH2:57]3)[CH2:55]2)=[O:10])[C:5]([C:11]2[N:16]=[CH:15][CH:14]=[CH:13][N:12]=2)=[CH:4][CH:3]=1. The catalyst class is: 2. (7) Reactant: [CH2:1]([O:8][C:9]([NH:11][C@H:12]1[CH2:21][CH2:20][C:19]2[C:14](=[CH:15][C:16]([CH:22]=[CH:23][C:24]([O:26]CC)=[O:25])=[CH:17][CH:18]=2)[CH2:13]1)=[O:10])[C:2]1[CH:7]=[CH:6][CH:5]=[CH:4][CH:3]=1.[OH-].[Na+]. Product: [CH2:1]([O:8][C:9]([NH:11][C@H:12]1[CH2:21][CH2:20][C:19]2[C:14](=[CH:15][C:16]([CH:22]=[CH:23][C:24]([OH:26])=[O:25])=[CH:17][CH:18]=2)[CH2:13]1)=[O:10])[C:2]1[CH:7]=[CH:6][CH:5]=[CH:4][CH:3]=1. The catalyst class is: 92.